Dataset: Forward reaction prediction with 1.9M reactions from USPTO patents (1976-2016). Task: Predict the product of the given reaction. (1) Given the reactants [Cl:1][C:2]1[CH:7]=[C:6]([F:8])[CH:5]=[CH:4][C:3]=1[N:9]1[CH2:14][CH2:13][N:12]([C:15]([C:17]2[CH:22]=[CH:21][CH:20]=[C:19](Cl)[C:18]=2[Cl:24])=[O:16])[CH2:11][C:10]1=[O:25].[Cl:26]C1C=CC=C(Cl)C=1C(Cl)=O, predict the reaction product. The product is: [Cl:1][C:2]1[CH:7]=[C:6]([F:8])[CH:5]=[CH:4][C:3]=1[N:9]1[CH2:14][CH2:13][N:12]([C:15]([C:17]2[C:18]([Cl:24])=[CH:19][CH:20]=[CH:21][C:22]=2[Cl:26])=[O:16])[CH2:11][C:10]1=[O:25]. (2) The product is: [Cl:1][C:2]1[CH:3]=[CH:4][C:5]([C:8]2[N:12]([C:13]3[CH:18]=[CH:17][CH:16]=[CH:15][C:14]=3[O:19][CH3:20])[N:11]=[C:10]([O:21][CH:27]3[CH2:32][C:31]([CH3:34])([CH3:33])[O:30][C:29]([CH3:36])([CH3:35])[CH2:28]3)[CH:9]=2)=[CH:6][CH:7]=1. Given the reactants [Cl:1][C:2]1[CH:7]=[CH:6][C:5]([C:8]2[N:12]([C:13]3[CH:18]=[CH:17][CH:16]=[CH:15][C:14]=3[O:19][CH3:20])[NH:11][C:10](=[O:21])[CH:9]=2)=[CH:4][CH:3]=1.CS(O[CH:27]1[CH2:32][C:31]([CH3:34])([CH3:33])[O:30][C:29]([CH3:36])([CH3:35])[CH2:28]1)(=O)=O.C(=O)([O-])[O-].[Cs+].[Cs+].C1(C)C=CC=CC=1, predict the reaction product. (3) Given the reactants CC(CC(C)(C)CC(C)(C)C)=C.[P:13]([Cl:18])(Cl)(Cl)([Cl:15])[Cl:14].[ClH:19].[C:20]([O:23]C(=O)C)(=[O:22])[CH3:21], predict the reaction product. The product is: [C:20]([Cl:19])(=[O:23])[CH3:21].[P:13]([Cl:18])([Cl:15])([Cl:14])=[O:22]. (4) Given the reactants [Cl:1][C:2]1[CH:10]=[CH:9][CH:8]=[C:7]2[C:3]=1[C:4]([C:11]([NH:13][CH2:14][CH:15]1[CH2:20][CH2:19][C:18]([F:22])([F:21])[CH2:17][CH2:16]1)=[O:12])=[CH:5][NH:6]2.Br[CH2:24][C:25]([F:28])([F:27])[F:26].C([O-])([O-])=O.[Cs+].[Cs+], predict the reaction product. The product is: [Cl:1][C:2]1[CH:10]=[CH:9][CH:8]=[C:7]2[C:3]=1[C:4]([C:11]([NH:13][CH2:14][CH:15]1[CH2:20][CH2:19][C:18]([F:21])([F:22])[CH2:17][CH2:16]1)=[O:12])=[CH:5][N:6]2[CH2:24][C:25]([F:28])([F:27])[F:26]. (5) Given the reactants [Br:1][C:2]1[CH:3]=[C:4]([C:8]#[C:9][C:10]2[CH:11]=[C:12]3[C:17](=[CH:18][CH:19]=2)[CH2:16][CH2:15][CH2:14][CH2:13]3)[CH:5]=[CH:6][CH:7]=1.[OH2:20].CS(C)=[O:23], predict the reaction product. The product is: [Br:1][C:2]1[CH:3]=[C:4]([C:8](=[O:23])[C:9]([C:10]2[CH:19]=[CH:18][C:17]3[CH2:16][CH2:15][CH2:14][CH2:13][C:12]=3[CH:11]=2)=[O:20])[CH:5]=[CH:6][CH:7]=1. (6) Given the reactants [OH:1][CH:2]1[CH:6]([OH:7])[CH2:5][CH:4]([NH:8][C:9]([C@@H:11]([NH:23][C:24]([N:26]2[CH2:31][CH2:30][O:29][CH2:28][CH2:27]2)=[O:25])[CH2:12][S:13]([CH2:16][C:17]2[CH:22]=[CH:21][CH:20]=[CH:19][CH:18]=2)(=[O:15])=[O:14])=[O:10])[CH2:3]1.CC(OI1(OC(C)=O)(OC(C)=O)OC(=O)C2C=CC=CC1=2)=O, predict the reaction product. The product is: [O:7]=[C:6]1[C:2](=[O:1])[CH2:3][CH:4]([NH:8][C:9]([C@@H:11]([NH:23][C:24]([N:26]2[CH2:31][CH2:30][O:29][CH2:28][CH2:27]2)=[O:25])[CH2:12][S:13]([CH2:16][C:17]2[CH:22]=[CH:21][CH:20]=[CH:19][CH:18]=2)(=[O:14])=[O:15])=[O:10])[CH2:5]1. (7) The product is: [Cl:1][C:2]1[CH:3]=[CH:4][C:5]([O:6][CH2:7][C:8]([N:10]2[CH2:11][CH2:12][N:13]([CH2:16][C:17]3[N:26]([C:27]4[CH:32]=[C:31]([CH:30]=[CH:29][C:28]=4[O:35][CH:36]([CH3:38])[CH3:37])[CH:33]=[O:42])[C:25](=[O:39])[C:24]4[C:19](=[CH:20][CH:21]=[CH:22][CH:23]=4)[N:18]=3)[CH2:14][CH2:15]2)=[O:9])=[CH:40][CH:41]=1. Given the reactants [Cl:1][C:2]1[CH:41]=[CH:40][C:5]([O:6][CH2:7][C:8]([N:10]2[CH2:15][CH2:14][N:13]([CH2:16][C:17]3[N:26]([C:27]4[CH:32]=[C:31]([CH:33]=C)[CH:30]=[CH:29][C:28]=4[O:35][CH:36]([CH3:38])[CH3:37])[C:25](=[O:39])[C:24]4[C:19](=[CH:20][CH:21]=[CH:22][CH:23]=4)[N:18]=3)[CH2:12][CH2:11]2)=[O:9])=[CH:4][CH:3]=1.[O:42]1CCOCC1.O, predict the reaction product. (8) The product is: [CH2:26]([N:3]([CH2:1][CH3:2])[C:4]([C:6]1[CH:7]=[CH:8][C:9]2[CH:10]([CH:20]3[CH2:25][CH2:24][N:23]([CH2:72][C:69]4[CH:70]=[CH:71][O:67][CH:68]=4)[CH2:22][CH2:21]3)[C:11]3[C:16]([O:17][C:18]=2[CH:19]=1)=[CH:15][CH:14]=[CH:13][CH:12]=3)=[O:5])[CH3:27]. Given the reactants [CH2:1]([N:3]([CH2:26][CH3:27])[C:4]([C:6]1[CH:7]=[CH:8][C:9]2[CH:10]([CH:20]3[CH2:25][CH2:24][NH:23][CH2:22][CH2:21]3)[C:11]3[C:16]([O:17][C:18]=2[CH:19]=1)=[CH:15][CH:14]=[CH:13][CH:12]=3)=[O:5])[CH3:2].C(O[BH-](OC(=O)C)OC(=O)C)(=O)C.C([N+](CCCC)(CCCC)CCCC)CCC.C(N(C(C)C)CC)(C)C.[O:67]1[CH:71]=[CH:70][C:69]([CH:72]=O)=[CH:68]1, predict the reaction product. (9) Given the reactants [C:1]12([CH2:11][O:12][C:13]3[CH:18]=[C:17](Cl)[N:16]=[C:15]([NH2:20])[N:14]=3)[CH2:10][CH:5]3[CH2:6][CH:7]([CH2:9][CH:3]([CH2:4]3)[CH2:2]1)[CH2:8]2.[CH2:21]1[C:25]2([CH2:30][CH2:29][NH:28][CH2:27][CH2:26]2)[CH2:24][C@@H:23]([C:31]([O:33][CH2:34][CH3:35])=[O:32])[N:22]1[C:36]([O:38][CH2:39][C:40]1[CH:45]=[CH:44][CH:43]=[CH:42][CH:41]=1)=[O:37].C([O-])(O)=O.[Na+], predict the reaction product. The product is: [C:1]12([CH2:11][O:12][C:13]3[N:14]=[C:15]([NH2:20])[N:16]=[C:17]([N:28]4[CH2:27][CH2:26][C:25]5([CH2:21][N:22]([C:36]([O:38][CH2:39][C:40]6[CH:41]=[CH:42][CH:43]=[CH:44][CH:45]=6)=[O:37])[C@H:23]([C:31]([O:33][CH2:34][CH3:35])=[O:32])[CH2:24]5)[CH2:30][CH2:29]4)[CH:18]=3)[CH2:10][CH:5]3[CH2:6][CH:7]([CH2:9][CH:3]([CH2:4]3)[CH2:2]1)[CH2:8]2. (10) Given the reactants [CH3:1][CH2:2][N:3]([CH2:6][CH2:7][NH:8][C:9]1[CH:14]=[CH:13][C:12]2[N:15]=[CH:16][N:17]3[C:18]4[CH:25]=[CH:24][C:23]([OH:26])=[CH:22][C:19]=4[C:20](=[O:21])[C:10]=1[C:11]=23)[CH2:4][CH3:5].O.Cl.Cl.C(=O)([O-])[O-].[Cs+].[Cs+].[CH3:36][C:37]([CH3:42])([CH3:41])[C:38](Cl)=[O:39], predict the reaction product. The product is: [CH2:4]([N:3]([CH2:2][CH3:1])[CH2:6][CH2:7][NH:8][C:9]1[C:10]2=[C:11]3[C:12]([N:15]=[CH:16][N:17]3[C:18]3[C:19]([C:20]2=[O:21])=[CH:22][C:23]([O:26][C:38](=[O:39])[C:37]([CH3:42])([CH3:41])[CH3:36])=[CH:24][CH:25]=3)=[CH:13][CH:14]=1)[CH3:5].